From a dataset of Catalyst prediction with 721,799 reactions and 888 catalyst types from USPTO. Predict which catalyst facilitates the given reaction. (1) Reactant: [C:1]([O:12][CH3:13])(=[O:11])[C:2]1[CH:10]=[CH:9][CH:8]=[C:4]([C:5]([O-:7])=O)[CH:3]=1.[C:14](N1CCC(N)C1)([O:16][C:17]([CH3:20])([CH3:19])[CH3:18])=[O:15].CCN=C=NCCCN(C)C.Cl.C1[CH:40]=[CH:41][C:42]2[N:47](O)N=[N:45][C:43]=2C=1.CCN(C(C)C)C(C)C. Product: [CH3:13][O:12][C:1]([C:2]1[CH:3]=[C:4]([C:5]([N:45]2[CH2:40][CH2:41][CH:42]([NH:47][C:14]([O:16][C:17]([CH3:20])([CH3:19])[CH3:18])=[O:15])[CH2:43]2)=[O:7])[CH:8]=[CH:9][CH:10]=1)=[O:11]. The catalyst class is: 2. (2) Reactant: [NH2:1][C:2]1[C:11]([NH2:12])=[CH:10][CH:9]=[CH:8][C:3]=1[C:4]([O:6][CH3:7])=[O:5].O=C1N(P(Cl)(N2CCOC2=O)=O)CCO1.[C:28]([NH:38][CH2:39][C:40](O)=O)([O:30][CH2:31][C:32]1[CH:37]=[CH:36][CH:35]=[CH:34][CH:33]=1)=[O:29].C(N(CC)C(C)C)(C)C. Product: [C:32]1([CH2:31][O:30][C:28]([NH:38][CH2:39][C:40]2[NH:12][C:11]3[CH:10]=[CH:9][CH:8]=[C:3]([C:4]([O:6][CH3:7])=[O:5])[C:2]=3[N:1]=2)=[O:29])[CH:37]=[CH:36][CH:35]=[CH:34][CH:33]=1. The catalyst class is: 10. (3) Reactant: [CH3:1][O:2][C:3]1[CH:8]=[CH:7][C:6]([S:9]([N:12]2[C@@H:17]([C:18]([O:20]CC)=[O:19])[CH:16]3[CH2:23][CH2:24][CH:13]2[CH2:14][CH2:15]3)(=[O:11])=[O:10])=[CH:5][CH:4]=1.CO.[OH-].[Na+].Cl. Product: [CH3:1][O:2][C:3]1[CH:8]=[CH:7][C:6]([S:9]([N:12]2[C@@H:17]([C:18]([OH:20])=[O:19])[CH:16]3[CH2:23][CH2:24][CH:13]2[CH2:14][CH2:15]3)(=[O:11])=[O:10])=[CH:5][CH:4]=1. The catalyst class is: 7. (4) Reactant: Cl[CH2:2][CH2:3][NH:4][C:5]([C:7]1[CH:8]=[N:9][N:10]2[CH:15]=[CH:14][C:13]([N:16]3[CH2:20][CH2:19][CH2:18][C@@H:17]3[C:21]3[C:22](=[O:28])[NH:23][CH:24]=[C:25]([F:27])[CH:26]=3)=[N:12][C:11]=12)=[O:6].C([O-])([O-])=O.[Cs+].[Cs+]. Product: [F:27][C:25]1[CH:26]=[C:21]2[C:22](=[N:23][CH:24]=1)[O:28][CH2:2][CH2:3][NH:4][C:5](=[O:6])[C:7]1=[C:11]3[N:12]=[C:13]([CH:14]=[CH:15][N:10]3[N:9]=[CH:8]1)[N:16]1[C@@H:17]2[CH2:18][CH2:19][CH2:20]1. The catalyst class is: 3. (5) Reactant: [C:1]([C@H:4]1[C@H:9]2[CH2:10][C@H:6]([CH:7]=[CH:8]2)[C@H:5]1[NH:11][C:12]1[C:17]([Cl:18])=[CH:16][N:15]=[C:14]2[NH:19][C:20]([C:22]3[CH:23]=[C:24]([CH:40]=[CH:41][CH:42]=3)[C:25]([N:27]3[CH2:32][CH2:31][N:30](C(OC(C)(C)C)=O)[CH2:29][CH2:28]3)=[O:26])=[N:21][C:13]=12)(=[O:3])[NH2:2]. Product: [Cl:18][C:17]1[C:12]([NH:11][C@@H:5]2[C@@H:6]3[CH2:10][C@@H:9]([CH:8]=[CH:7]3)[C@@H:4]2[C:1]([NH2:2])=[O:3])=[C:13]2[N:21]=[C:20]([C:22]3[CH:42]=[CH:41][CH:40]=[C:24]([C:25]([N:27]4[CH2:32][CH2:31][NH:30][CH2:29][CH2:28]4)=[O:26])[CH:23]=3)[NH:19][C:14]2=[N:15][CH:16]=1. The catalyst class is: 137. (6) Reactant: [Cl:1][C:2]1[CH:7]=[CH:6][C:5]([C:8]2[N:12]=[C:11]([CH2:13]O)[S:10][N:9]=2)=[C:4]([O:15][CH3:16])[CH:3]=1.P(Br)(Br)[Br:18].O. Product: [Br:18][CH2:13][C:11]1[S:10][N:9]=[C:8]([C:5]2[CH:6]=[CH:7][C:2]([Cl:1])=[CH:3][C:4]=2[O:15][CH3:16])[N:12]=1. The catalyst class is: 11. (7) Reactant: [NH2:1][C:2]1[C:7]([OH:8])=[CH:6][CH:5]=[C:4]([CH3:9])[CH:3]=1.[OH-].[K+].[C:12](=S)=[S:13]. Product: [CH3:9][C:4]1[CH:5]=[CH:6][C:7]2[O:8][C:12](=[S:13])[NH:1][C:2]=2[CH:3]=1. The catalyst class is: 14. (8) Reactant: [OH:1][C:2]1[CH:3]=[C:4]([CH:7]=[CH:8][C:9]=1[OH:10])[CH:5]=[O:6].Br[CH:12]([CH3:14])[CH3:13].C([O-])([O-])=O.[K+].[K+].C(O[C:24]1[CH:25]=C(C=C[C:31]=1C)C=O)C. Product: [CH:12]([O:1][C:2]1[CH:3]=[C:4]([CH:7]=[CH:8][C:9]=1[O:10][CH:24]([CH3:25])[CH3:31])[CH:5]=[O:6])([CH3:14])[CH3:13]. The catalyst class is: 3. (9) The catalyst class is: 30. Product: [CH2:1]([O:5][C:6]1[C:10]([CH2:11][OH:12])=[C:9]([CH3:14])[O:8][N:7]=1)[CH:2]([CH3:4])[CH3:3]. Reactant: [CH2:1]([O:5][C:6]1[C:10]([C:11](O)=[O:12])=[C:9]([CH3:14])[O:8][N:7]=1)[CH:2]([CH3:4])[CH3:3].C(N(CC)CC)C.ClC(OCC)=O.[BH4-].[Na+].